This data is from Reaction yield outcomes from USPTO patents with 853,638 reactions. The task is: Predict the reaction yield, written as a fraction of the theoretical maximum amount of product (1.0 means a 100% yield; for example, 0.34 means a 34% yield). (1) The reactants are [S:1]1[C:5]([CH2:6][O:7][C:8]([NH:10][C@H:11]([CH2:33][C:34]2[CH:39]=[CH:38][CH:37]=[CH:36][CH:35]=2)[CH2:12][NH:13][CH2:14][C@@H:15]([NH:23][C:24]([O:26][CH2:27][C:28]2[S:32][CH:31]=[N:30][CH:29]=2)=[O:25])[CH2:16][C:17]2[CH:22]=[CH:21][CH:20]=[CH:19][CH:18]=2)=[O:9])=[CH:4][N:3]=[CH:2]1.C(N(CC)CC)C.[C:47](Cl)(=[O:49])[CH3:48].C(OCC)(=O)C. The catalyst is ClCCCl. The product is [C:47]([N:13]([CH2:14][C@H:15]([NH:23][C:24]([O:26][CH2:27][C:28]1[S:32][CH:31]=[N:30][CH:29]=1)=[O:25])[CH2:16][C:17]1[CH:18]=[CH:19][CH:20]=[CH:21][CH:22]=1)[CH2:12][C@@H:11]([NH:10][C:8]([O:7][CH2:6][C:5]1[S:1][CH:2]=[N:3][CH:4]=1)=[O:9])[CH2:33][C:34]1[CH:39]=[CH:38][CH:37]=[CH:36][CH:35]=1)(=[O:49])[CH3:48]. The yield is 0.600. (2) The reactants are [C:1]([N:3]=[C:4](OC1C=CC=CC=1)[NH:5][C:6]1[CH:11]=[CH:10][C:9]([S:12]([NH2:15])(=O)=[O:13])=[CH:8][CH:7]=1)#[N:2].[OH2:23].[NH2:24][NH2:25]. The catalyst is C1COCC1. The product is [NH2:2][C:1]1[NH:25][N:24]=[C:4]([NH:5][C:6]2[CH:7]=[CH:8][C:9]([S:12]([NH2:15])(=[O:13])=[O:23])=[CH:10][CH:11]=2)[N:3]=1. The yield is 0.870. (3) The reactants are [O:1]1[CH2:6][CH2:5][N:4]([CH2:7][CH2:8][O:9][C:10]2[CH:15]=[CH:14][C:13]([C:16]3[CH:17]=[CH:18][C:19]([CH2:22][C:23]#N)=[N:20][CH:21]=3)=[CH:12][CH:11]=2)[CH2:3][CH2:2]1.OS(O)(=O)=O.[C:30](=O)(O)[O-:31].[Na+].C(=O)(O)[O-:36].[Na+].ClCCl. The catalyst is ClCCl.CO. The product is [O:1]1[CH2:6][CH2:5][N:4]([CH2:7][CH2:8][O:9][C:10]2[CH:15]=[CH:14][C:13]([C:16]3[CH:17]=[CH:18][C:19]([CH2:22][C:23]([O:31][CH3:30])=[O:36])=[N:20][CH:21]=3)=[CH:12][CH:11]=2)[CH2:3][CH2:2]1. The yield is 0.977. (4) The reactants are [CH2:1]([O:3][C:4]1[C:5]([O:19][CH2:20][C:21]2[CH:26]=[CH:25][C:24]([O:27][CH3:28])=[CH:23][CH:22]=2)=[N:6][CH:7]=[C:8](B2OC(C)(C)C(C)(C)O2)[CH:9]=1)[CH3:2].[CH2:29]([O:36][CH2:37][CH2:38][O:39][C:40]1[CH:45]=[CH:44][C:43]([NH:46][C:47](=[O:58])[CH2:48][C:49]2[C:54]([F:55])=[CH:53][C:52](Br)=[CH:51][C:50]=2[F:57])=[CH:42][C:41]=1[C:59]([F:62])([F:61])[F:60])[C:30]1[CH:35]=[CH:34][CH:33]=[CH:32][CH:31]=1.C([O-])([O-])=O.[Cs+].[Cs+]. The catalyst is O1CCOCC1.O.C1C=CC(P(C2C=CC=CC=2)[C-]2C=CC=C2)=CC=1.C1C=CC(P(C2C=CC=CC=2)[C-]2C=CC=C2)=CC=1.Cl[Pd]Cl.[Fe+2].C(Cl)Cl. The product is [CH2:29]([O:36][CH2:37][CH2:38][O:39][C:40]1[CH:45]=[CH:44][C:43]([NH:46][C:47](=[O:58])[CH2:48][C:49]2[C:50]([F:57])=[CH:51][C:52]([C:8]3[CH:7]=[N:6][C:5]([O:19][CH2:20][C:21]4[CH:22]=[CH:23][C:24]([O:27][CH3:28])=[CH:25][CH:26]=4)=[C:4]([O:3][CH2:1][CH3:2])[CH:9]=3)=[CH:53][C:54]=2[F:55])=[CH:42][C:41]=1[C:59]([F:61])([F:60])[F:62])[C:30]1[CH:35]=[CH:34][CH:33]=[CH:32][CH:31]=1. The yield is 0.351. (5) The reactants are [CH2:1]([N:8]=[C:9]=[O:10])[CH2:2][CH2:3][CH2:4][CH2:5][CH2:6][CH3:7].[CH3:11][NH:12][C:13]1[CH:14]=[C:15]([C:19]2[CH:24]=[CH:23][C:22](/[CH:25]=[C:26](\[CH2:32][CH2:33][CH3:34])/[C:27]([O:29][CH2:30][CH3:31])=[O:28])=[CH:21][CH:20]=2)[CH:16]=[CH:17][CH:18]=1. No catalyst specified. The product is [CH2:1]([NH:8][C:9](=[O:10])[N:12]([C:13]1[CH:14]=[C:15]([C:19]2[CH:24]=[CH:23][C:22](/[CH:25]=[C:26](\[CH2:32][CH2:33][CH3:34])/[C:27]([O:29][CH2:30][CH3:31])=[O:28])=[CH:21][CH:20]=2)[CH:16]=[CH:17][CH:18]=1)[CH3:11])[CH2:2][CH2:3][CH2:4][CH2:5][CH2:6][CH3:7]. The yield is 1.00. (6) The reactants are [NH2:1][C:2]1[CH:7]=[CH:6][CH:5]=[C:4]([NH2:8])[N:3]=1.O.C(=O)(O)[O-].[Na+].Cl[CH2:16][CH:17]=O. The catalyst is [Na+].[Cl-].CCO. The product is [N:1]1[CH:16]=[CH:17][N:3]2[C:4]([NH2:8])=[CH:5][CH:6]=[CH:7][C:2]=12. The yield is 0.220. (7) The reactants are [Br:1][C:2]1[CH:7]=[CH:6][C:5]([CH:8]([CH3:12])[CH2:9][CH2:10][OH:11])=[CH:4][CH:3]=1.[H-].[Na+].I[CH3:16]. The catalyst is O1CCCC1. The product is [Br:1][C:2]1[CH:3]=[CH:4][C:5]([CH:8]([CH2:9][CH2:10][O:11][CH3:16])[CH3:12])=[CH:6][CH:7]=1. The yield is 0.640. (8) The reactants are [NH2:1][C:2]1[N:10]=[CH:9][C:8](Br)=[CH:7][C:3]=1[C:4]([OH:6])=O.CC[N:14]([CH:18](C)C)C(C)C.CN(C(ON1N=N[C:31]2[CH:32]=[CH:33][CH:34]=[CH:35][C:30]1=2)=[N+](C)C)C.[F:38][P-](F)(F)(F)(F)F.C[N:46]([CH:48]=O)C. The catalyst is CCOC(C)=O. The product is [NH2:1][C:2]1[N:10]=[CH:9][C:8]([C:18]#[N:14])=[CH:7][C:3]=1[C:4]([NH:46][CH2:48][C:30]1[CH:31]=[CH:32][C:33]([F:38])=[CH:34][CH:35]=1)=[O:6]. The yield is 0.870.